Dataset: Reaction yield outcomes from USPTO patents with 853,638 reactions. Task: Predict the reaction yield, written as a fraction of the theoretical maximum amount of product (1.0 means a 100% yield; for example, 0.34 means a 34% yield). (1) The reactants are [Cl:1][C:2]1[N:3]([CH2:10][C@:11]([OH:15])([CH3:14])[CH2:12][OH:13])[CH:4]=[C:5]([N+:7]([O-:9])=[O:8])[N:6]=1.C(N(CC)CC)C.[F:23][C:24]([F:42])([F:41])[C:25]1[CH:40]=[CH:39][C:28]([O:29][CH:30]2[CH2:35][CH2:34][N:33]([C:36](Cl)=[O:37])[CH2:32][CH2:31]2)=[CH:27][CH:26]=1. The catalyst is C1(C)C=CC=CC=1.C(OCC)(=O)C. The product is [F:41][C:24]([F:23])([F:42])[C:25]1[CH:40]=[CH:39][C:28]([O:29][CH:30]2[CH2:31][CH2:32][N:33]([C:36]([O:13][CH2:12][C@@:11]([OH:15])([CH3:14])[CH2:10][N:3]3[CH:4]=[C:5]([N+:7]([O-:9])=[O:8])[N:6]=[C:2]3[Cl:1])=[O:37])[CH2:34][CH2:35]2)=[CH:27][CH:26]=1. The yield is 0.160. (2) The reactants are CO.[F:3][C:4]1[CH:9]=[CH:8][C:7]([F:10])=[CH:6][C:5]=1[C@H:11]1[CH2:15][CH2:14][CH2:13][N:12]1[C:16]1[CH:21]=[CH:20][N:19]2[N:22]=[CH:23][C:24]([NH:25][C:26](=[O:30])[N:27]([CH3:29])[CH3:28])=[C:18]2[N:17]=1.[ClH:31]. The catalyst is O1CCOCC1. The product is [ClH:31].[F:3][C:4]1[CH:9]=[CH:8][C:7]([F:10])=[CH:6][C:5]=1[C@H:11]1[CH2:15][CH2:14][CH2:13][N:12]1[C:16]1[CH:21]=[CH:20][N:19]2[N:22]=[CH:23][C:24]([NH:25][C:26](=[O:30])[N:27]([CH3:28])[CH3:29])=[C:18]2[N:17]=1. The yield is 0.720. (3) The reactants are [C:1]([O:5][C:6]([NH:8][CH2:9][C:10]1([C:13]([OH:15])=[O:14])[CH2:12][CH2:11]1)=[O:7])([CH3:4])([CH3:3])[CH3:2].I[CH2:17][CH3:18].[H-].[Na+]. The catalyst is C1COCC1. The product is [C:1]([O:5][C:6]([N:8]([CH2:9][C:10]1([C:13]([OH:15])=[O:14])[CH2:11][CH2:12]1)[CH2:17][CH3:18])=[O:7])([CH3:4])([CH3:2])[CH3:3]. The yield is 0.920. (4) The reactants are [CH2:1]([O:3][P:4]([NH:9][C@H:10]1[C@H:15]([O:16][CH3:17])[CH2:14][CH2:13][N:12](C(OCC2C=CC=CC=2)=O)[CH2:11]1)([O:6][CH2:7][CH3:8])=[O:5])[CH3:2].[H][H]. The catalyst is CO.[Pd]. The product is [CH3:17][O:16][C@@H:15]1[CH2:14][CH2:13][NH:12][CH2:11][C@H:10]1[NH:9][P:4](=[O:5])([O:6][CH2:7][CH3:8])[O:3][CH2:1][CH3:2]. The yield is 0.980.